Dataset: Peptide-MHC class II binding affinity with 134,281 pairs from IEDB. Task: Regression. Given a peptide amino acid sequence and an MHC pseudo amino acid sequence, predict their binding affinity value. This is MHC class II binding data. (1) The peptide sequence is YDKFLANFSTVLTGK. The MHC is DRB1_1602 with pseudo-sequence DRB1_1602. The binding affinity (normalized) is 0.784. (2) The binding affinity (normalized) is 0.590. The MHC is DRB1_1302 with pseudo-sequence DRB1_1302. The peptide sequence is RLFDNAMLRAHRLHQ. (3) The peptide sequence is KEAFHGLDVKFHTQA. The MHC is DRB3_0301 with pseudo-sequence DRB3_0301. The binding affinity (normalized) is 0.349. (4) The peptide sequence is DKKYFAATQFEPLAA. The MHC is HLA-DQA10501-DQB10201 with pseudo-sequence HLA-DQA10501-DQB10201. The binding affinity (normalized) is 0.401. (5) The peptide sequence is INEPTAAAIAYGRDR. The MHC is HLA-DQA10102-DQB10602 with pseudo-sequence HLA-DQA10102-DQB10602. The binding affinity (normalized) is 0.813.